This data is from Forward reaction prediction with 1.9M reactions from USPTO patents (1976-2016). The task is: Predict the product of the given reaction. (1) Given the reactants [CH3:1][O:2][C:3]([C:5]1[S:6][C:7](Br)=[CH:8][C:9]=1[N:10]([C@H:20]1[CH2:25][CH2:24][C@H:23]([OH:26])[CH2:22][CH2:21]1)[C:11]([C@H:13]1[CH2:18][CH2:17][C@H:16]([CH3:19])[CH2:15][CH2:14]1)=[O:12])=[O:4].[C:28]([C:32]#[CH:33])([CH3:31])([CH3:30])[CH3:29].C1(P(C2C=CC=CC=2)C2C=CC3C(=CC=CC=3)C=2C2C3C(=CC=CC=3)C=CC=2P(C2C=CC=CC=2)C2C=CC=CC=2)C=CC=CC=1.C(N(CC)CC)C, predict the reaction product. The product is: [CH3:1][O:2][C:3]([C:5]1[S:6][C:7]([C:33]#[C:32][C:28]([CH3:31])([CH3:30])[CH3:29])=[CH:8][C:9]=1[N:10]([C@H:20]1[CH2:25][CH2:24][C@H:23]([OH:26])[CH2:22][CH2:21]1)[C:11]([C@H:13]1[CH2:18][CH2:17][C@H:16]([CH3:19])[CH2:15][CH2:14]1)=[O:12])=[O:4]. (2) Given the reactants [OH:1][C@@H:2]1[CH:7]2[CH2:8][CH2:9][N:4]([CH2:5][CH2:6]2)[CH2:3]1.[I:10][C:11]1[CH:16]=[CH:15][C:14](I)=[CH:13][CH:12]=1, predict the reaction product. The product is: [I:10][C:11]1[CH:16]=[CH:15][C:14]([O:1][C@@H:2]2[CH:7]3[CH2:8][CH2:9][N:4]([CH2:5][CH2:6]3)[CH2:3]2)=[CH:13][CH:12]=1. (3) Given the reactants C([O-])=O.[NH4+].C(OC(=O)[NH:14][CH2:15][CH2:16][C:17]1[O:18][C:19]([CH2:22][CH3:23])=[CH:20][N:21]=1)C1C=CC=CC=1, predict the reaction product. The product is: [CH2:22]([C:19]1[O:18][C:17]([CH2:16][CH2:15][NH2:14])=[N:21][CH:20]=1)[CH3:23]. (4) Given the reactants [Cl:1][C:2]1[CH:10]=[C:9]2[C:5]([CH:6]([CH2:12][C:13]3[CH:18]=[CH:17][CH:16]=[C:15]([Cl:19])[CH:14]=3)[C:7](=[O:11])[NH:8]2)=[CH:4][CH:3]=1.[C:20]1(=[O:26])[CH2:25][CH2:24][CH2:23][CH:22]=[CH:21]1.N12CCCN=C1CCCCC2, predict the reaction product. The product is: [Cl:1][C:2]1[CH:10]=[C:9]2[C:5]([C:6]([CH2:12][C:13]3[CH:18]=[CH:17][CH:16]=[C:15]([Cl:19])[CH:14]=3)([CH:22]3[CH2:23][CH2:24][CH2:25][C:20](=[O:26])[CH2:21]3)[C:7](=[O:11])[NH:8]2)=[CH:4][CH:3]=1. (5) Given the reactants [CH:1]([C:5]1[CH:10]=[CH:9][C:8]([N:11]2[C:16](=[O:17])[C:15]3[CH:18]=[N:19][CH:20]=[CH:21][C:14]=3[N:13]=[C:12]2[C:22]2[CH:27]=[C:26]([CH3:28])[C:25]([OH:29])=[C:24]([CH3:30])[CH:23]=2)=[CH:7][CH:6]=1)([CH2:3][CH3:4])[CH3:2].C(=O)([O-])[O-].[Cs+].[Cs+].Br[CH2:38][CH2:39][O:40][Si:41]([C:44]([CH3:47])([CH3:46])[CH3:45])([CH3:43])[CH3:42], predict the reaction product. The product is: [C:44]([Si:41]([CH3:43])([CH3:42])[O:40][CH2:39][CH2:38][O:29][C:25]1[C:26]([CH3:28])=[CH:27][C:22]([C:12]2[N:11]([C:8]3[CH:9]=[CH:10][C:5]([CH:1]([CH2:3][CH3:4])[CH3:2])=[CH:6][CH:7]=3)[C:16](=[O:17])[C:15]3[CH:18]=[N:19][CH:20]=[CH:21][C:14]=3[N:13]=2)=[CH:23][C:24]=1[CH3:30])([CH3:47])([CH3:46])[CH3:45]. (6) Given the reactants Cl.[F:2][C:3]([F:11])([F:10])[CH:4]1[CH2:9][CH2:8][NH:7][CH2:6][CH2:5]1.[CH3:12][O:13][C:14](=[O:17])[CH2:15]Br.C(N(CC)CC)C, predict the reaction product. The product is: [CH3:12][O:13][C:14](=[O:17])[CH2:15][N:7]1[CH2:8][CH2:9][CH:4]([C:3]([F:11])([F:10])[F:2])[CH2:5][CH2:6]1. (7) Given the reactants C([Li])CCC.C(NC(C)C)(C)C.[C:13]([O:17][CH2:18][CH3:19])(=[O:16])[C:14]#[CH:15].[CH3:20][O:21][C:22]1[C:29]([O:30][CH3:31])=[CH:28][C:25]([CH:26]=[O:27])=[C:24]([N+:32]([O-:34])=[O:33])[CH:23]=1.C(O)(=O)C, predict the reaction product. The product is: [OH:27][CH:26]([C:25]1[CH:28]=[C:29]([O:30][CH3:31])[C:22]([O:21][CH3:20])=[CH:23][C:24]=1[N+:32]([O-:34])=[O:33])[C:15]#[C:14][C:13]([O:17][CH2:18][CH3:19])=[O:16]. (8) Given the reactants [NH2:1][C@H:2]1[CH2:6][CH2:5][CH2:4][C@@H:3]1[NH:7][C:8](=[O:14])[O:9][C:10]([CH3:13])([CH3:12])[CH3:11].F[C:16]1[C:21]([F:22])=[CH:20][C:19]([C:23]([F:26])([F:25])[F:24])=[CH:18][N:17]=1.CCN(C(C)C)C(C)C, predict the reaction product. The product is: [F:22][C:21]1[C:16]([NH:1][C@H:2]2[CH2:6][CH2:5][CH2:4][C@@H:3]2[NH:7][C:8](=[O:14])[O:9][C:10]([CH3:11])([CH3:13])[CH3:12])=[N:17][CH:18]=[C:19]([C:23]([F:25])([F:24])[F:26])[CH:20]=1.